From a dataset of Catalyst prediction with 721,799 reactions and 888 catalyst types from USPTO. Predict which catalyst facilitates the given reaction. (1) Reactant: [CH2:1]([O:3][C:4]([C:6]1[C:7]([CH2:25][NH2:26])=[N:8][N:9]([C:14]2[CH:19]=[CH:18][CH:17]=[C:16]([O:20][C:21]([F:24])([F:23])[F:22])[CH:15]=2)[C:10]=1[CH:11]1[CH2:13][CH2:12]1)=[O:5])[CH3:2].CCN(C(C)C)C(C)C.[C:36](Cl)(=[O:38])[CH3:37]. Product: [CH2:1]([O:3][C:4]([C:6]1[C:7]([CH2:25][NH:26][C:36](=[O:38])[CH3:37])=[N:8][N:9]([C:14]2[CH:19]=[CH:18][CH:17]=[C:16]([O:20][C:21]([F:23])([F:22])[F:24])[CH:15]=2)[C:10]=1[CH:11]1[CH2:12][CH2:13]1)=[O:5])[CH3:2]. The catalyst class is: 49. (2) Reactant: [C:1]([C:3]1[CH:8]=[CH:7][N:6]=[C:5]([O:9][CH:10]2[CH2:15][CH2:14][CH2:13][N:12]([C:16](OC(C)(C)C)=O)[CH2:11]2)[CH:4]=1)#[N:2].[C:23](O)([C:25]([F:28])([F:27])[F:26])=[O:24].N1CCCC(OC2C=C(C=CN=2)C#N)C1.FC(F)(F)[C@@H]1CO1. Product: [F:26][C:25]([F:28])([F:27])[C@@H:23]([OH:24])[CH2:16][N:12]1[CH2:13][CH2:14][CH2:15][CH:10]([O:9][C:5]2[CH:4]=[C:3]([CH:8]=[CH:7][N:6]=2)[C:1]#[N:2])[CH2:11]1. The catalyst class is: 245. (3) Reactant: [CH2:1]([N:8]1[C:16]2[C:11](=[CH:12][CH:13]=[CH:14][CH:15]=2)[CH:10]=[CH:9]1)C1C=CC=CC=1.CC([O-])(C)C.[K+].[SiH:23]([CH2:28][CH3:29])([CH2:26][CH3:27])[CH2:24][CH3:25]. Product: [CH3:1][N:8]1[C:16]2[C:11](=[CH:12][CH:13]=[CH:14][CH:15]=2)[C:10]([Si:23]([CH2:28][CH3:29])([CH2:26][CH3:27])[CH2:24][CH3:25])=[CH:9]1. The catalyst class is: 7. (4) Reactant: [CH3:1][C:2]1[C:16]2[C:11](=[CH:12][CH:13]=[CH:14][CH:15]=2)[C:10]2=[C:17]3[C:3]=1[CH:4]=[CH:5][CH:6]=[C:7]3[C:8](=[O:19])[C:9]2=[O:18].[O:20]1CCOCC1.OO.S(=O)(=O)(O)O.[OH-:33].[Na+]. Product: [CH3:1][C:2]1[C:16]2[C:11](=[CH:12][CH:13]=[CH:14][CH:15]=2)[C:10]([C:9]([OH:18])=[O:33])=[C:17]2[C:3]=1[CH:4]=[CH:5][CH:6]=[C:7]2[C:8]([OH:19])=[O:20]. The catalyst class is: 6. (5) Reactant: C(OC([C:6]1[CH:7]=[N:8][N:9]([C:12]2[CH:13]=[N:14][C:15]([O:18][CH3:19])=[CH:16][CH:17]=2)[C:10]=1[NH2:11])=O)C.[OH-].[Na+].Cl. Product: [CH3:19][O:18][C:15]1[N:14]=[CH:13][C:12]([N:9]2[C:10]([NH2:11])=[CH:6][CH:7]=[N:8]2)=[CH:17][CH:16]=1. The catalyst class is: 5.